Dataset: Reaction yield outcomes from USPTO patents with 853,638 reactions. Task: Predict the reaction yield, written as a fraction of the theoretical maximum amount of product (1.0 means a 100% yield; for example, 0.34 means a 34% yield). (1) The catalyst is C1COCC1. The yield is 0.930. The reactants are [C:1]1([C:7]2[CH:15]=[CH:14][C:10]([C:11]([NH2:13])=O)=[CH:9][CH:8]=2)[CH:6]=[CH:5][CH:4]=[CH:3][CH:2]=1.B.Cl.[OH-].[Na+]. The product is [C:1]1([C:7]2[CH:8]=[CH:9][C:10]([CH2:11][NH2:13])=[CH:14][CH:15]=2)[CH:2]=[CH:3][CH:4]=[CH:5][CH:6]=1. (2) No catalyst specified. The reactants are Cl.[C:2]([CH:5]([CH2:11][C:12]1[CH:17]=[CH:16][N:15]=[CH:14][CH:13]=1)C(OCC)=O)(=[O:4])[CH3:3]. The product is [N:15]1[CH:16]=[CH:17][C:12]([CH2:11][CH2:5][C:2](=[O:4])[CH3:3])=[CH:13][CH:14]=1. The yield is 0.890.